Regression. Given two drug SMILES strings and cell line genomic features, predict the synergy score measuring deviation from expected non-interaction effect. From a dataset of NCI-60 drug combinations with 297,098 pairs across 59 cell lines. (1) Drug 2: C1=NNC2=C1C(=O)NC=N2. Synergy scores: CSS=-5.25, Synergy_ZIP=9.40, Synergy_Bliss=5.26, Synergy_Loewe=-1.63, Synergy_HSA=-5.86. Drug 1: C1=CC(=CC=C1C#N)C(C2=CC=C(C=C2)C#N)N3C=NC=N3. Cell line: OVCAR3. (2) Drug 1: CN1C2=C(C=C(C=C2)N(CCCl)CCCl)N=C1CCCC(=O)O.Cl. Drug 2: CCCCCOC(=O)NC1=NC(=O)N(C=C1F)C2C(C(C(O2)C)O)O. Synergy scores: CSS=1.13, Synergy_ZIP=3.56, Synergy_Bliss=2.66, Synergy_Loewe=-1.48, Synergy_HSA=-0.809. Cell line: NCIH23. (3) Cell line: UACC62. Synergy scores: CSS=65.4, Synergy_ZIP=-5.30, Synergy_Bliss=-12.1, Synergy_Loewe=-8.83, Synergy_HSA=-6.21. Drug 2: C1CCC(C(C1)N)N.C(=O)(C(=O)[O-])[O-].[Pt+4]. Drug 1: CCCCC(=O)OCC(=O)C1(CC(C2=C(C1)C(=C3C(=C2O)C(=O)C4=C(C3=O)C=CC=C4OC)O)OC5CC(C(C(O5)C)O)NC(=O)C(F)(F)F)O. (4) Drug 1: CC1=C2C(C(=O)C3(C(CC4C(C3C(C(C2(C)C)(CC1OC(=O)C(C(C5=CC=CC=C5)NC(=O)OC(C)(C)C)O)O)OC(=O)C6=CC=CC=C6)(CO4)OC(=O)C)OC)C)OC. Drug 2: CC(C)(C#N)C1=CC(=CC(=C1)CN2C=NC=N2)C(C)(C)C#N. Cell line: SNB-19. Synergy scores: CSS=25.1, Synergy_ZIP=-1.12, Synergy_Bliss=-4.36, Synergy_Loewe=-27.9, Synergy_HSA=-3.59. (5) Drug 1: COC1=CC(=CC(=C1O)OC)C2C3C(COC3=O)C(C4=CC5=C(C=C24)OCO5)OC6C(C(C7C(O6)COC(O7)C8=CC=CS8)O)O. Drug 2: CC1=C(C(=CC=C1)Cl)NC(=O)C2=CN=C(S2)NC3=CC(=NC(=N3)C)N4CCN(CC4)CCO. Cell line: HOP-62. Synergy scores: CSS=29.7, Synergy_ZIP=-4.45, Synergy_Bliss=-0.0477, Synergy_Loewe=-5.78, Synergy_HSA=1.92. (6) Drug 1: CC1=CC=C(C=C1)C2=CC(=NN2C3=CC=C(C=C3)S(=O)(=O)N)C(F)(F)F. Drug 2: C1CN1P(=S)(N2CC2)N3CC3. Cell line: MCF7. Synergy scores: CSS=16.4, Synergy_ZIP=-4.36, Synergy_Bliss=-0.250, Synergy_Loewe=0.194, Synergy_HSA=2.65. (7) Drug 1: COC1=CC(=CC(=C1O)OC)C2C3C(COC3=O)C(C4=CC5=C(C=C24)OCO5)OC6C(C(C7C(O6)COC(O7)C8=CC=CS8)O)O. Drug 2: C1CCC(CC1)NC(=O)N(CCCl)N=O. Cell line: OVCAR-8. Synergy scores: CSS=39.8, Synergy_ZIP=-0.557, Synergy_Bliss=-3.51, Synergy_Loewe=-7.96, Synergy_HSA=-2.38.